Predict the reactants needed to synthesize the given product. From a dataset of Full USPTO retrosynthesis dataset with 1.9M reactions from patents (1976-2016). (1) Given the product [F:1][C:2]1[CH:7]=[CH:6][C:5]([C:8]2[N:9]=[C:10]([CH:19]3[CH2:24][CH2:23][N:22]([C:29](=[O:35])[N:46]([OH:47])[CH3:45])[CH2:21][CH2:20]3)[O:11][C:12]=2[C:13]2[CH:18]=[CH:17][CH:16]=[CH:15][CH:14]=2)=[CH:4][CH:3]=1, predict the reactants needed to synthesize it. The reactants are: [F:1][C:2]1[CH:7]=[CH:6][C:5]([C:8]2[N:9]=[C:10]([CH:19]3[CH2:24][CH2:23][NH:22][CH2:21][CH2:20]3)[O:11][C:12]=2[C:13]2[CH:18]=[CH:17][CH:16]=[CH:15][CH:14]=2)=[CH:4][CH:3]=1.ClC(Cl)(O[C:29](=[O:35])OC(Cl)(Cl)Cl)Cl.C(N(CC)CC)C.Cl.[CH3:45][NH:46][OH:47].Cl. (2) Given the product [CH3:1][O:2][C:3]1[CH:4]=[C:5]2[C:10](=[CH:11][CH:12]=1)[C:9]([O:13][CH2:22][CH2:23][N:24]1[CH2:29][CH2:28][CH2:27][CH2:26][CH2:25]1)=[N:8][CH:7]=[CH:6]2, predict the reactants needed to synthesize it. The reactants are: [CH3:1][O:2][C:3]1[CH:4]=[C:5]2[C:10](=[CH:11][CH:12]=1)[C:9]([OH:13])=[N:8][CH:7]=[CH:6]2.C([O-])([O-])=O.[K+].[K+].Cl.Cl[CH2:22][CH2:23][N:24]1[CH2:29][CH2:28][CH2:27][CH2:26][CH2:25]1. (3) Given the product [NH:8]1[CH2:13][CH2:12][CH:11]([CH:14]2[C:15]3[CH:16]=[CH:17][CH:18]=[C:19]([OH:33])[C:20]=3[O:21][C:22]3[C:27]2=[CH:26][CH:25]=[C:24]([C:28]2[NH:32][N:31]=[N:30][N:29]=2)[CH:23]=3)[CH2:10][CH2:9]1.[C:1]([O:5][C:6]([N:8]1[CH2:9][CH2:10][CH:11]([CH:14]2[C:27]3[CH:26]=[CH:25][C:24]([C:28]4[NH:32][N:31]=[N:30][N:29]=4)=[CH:23][C:22]=3[O:21][C:20]3[C:15]2=[CH:16][CH:17]=[CH:18][C:19]=3[O:33][CH3:34])[CH2:12][CH2:13]1)=[O:7])([CH3:4])([CH3:3])[CH3:2].[C:35]([OH:41])([C:37]([F:40])([F:39])[F:38])=[O:36], predict the reactants needed to synthesize it. The reactants are: [C:1]([O:5][C:6]([N:8]1[CH2:13][CH2:12][CH:11]([CH:14]2[C:27]3[CH:26]=[CH:25][C:24]([C:28]4[NH:32][N:31]=[N:30][N:29]=4)=[CH:23][C:22]=3[O:21][C:20]3[C:15]2=[CH:16][CH:17]=[CH:18][C:19]=3[O:33][CH3:34])[CH2:10][CH2:9]1)=[O:7])([CH3:4])([CH3:3])[CH3:2].[C:35]([OH:41])([C:37]([F:40])([F:39])[F:38])=[O:36].C(N(CC)C(C1C=CC2C(C3CCNCC3)C3C(OC=2C=1)=C(OC)C=CC=3)=O)C. (4) The reactants are: [S:1]1[CH:5]=[CH:4][N:3]=[CH:2]1.[C:6]([O:10][C:11]([N:13]1[CH2:17][CH2:16][CH2:15][C@@H:14]1[CH2:18][O:19][C:20]1[CH:25]=[CH:24][C:23]([CH2:26][C:27]2[CH:32]=[CH:31][C:30](I)=[CH:29][CH:28]=2)=[CH:22][CH:21]=1)=[O:12])([CH3:9])([CH3:8])[CH3:7]. Given the product [C:6]([O:10][C:11]([N:13]1[CH2:17][CH2:16][CH2:15][C@@H:14]1[CH2:18][O:19][C:20]1[CH:21]=[CH:22][C:23]([CH2:26][C:27]2[CH:28]=[CH:29][C:30]([C:2]3[S:1][CH:5]=[CH:4][N:3]=3)=[CH:31][CH:32]=2)=[CH:24][CH:25]=1)=[O:12])([CH3:9])([CH3:7])[CH3:8], predict the reactants needed to synthesize it. (5) Given the product [CH2:1]([N:8]1[CH:13]([CH2:14][F:15])[CH2:12][O:11][C:10]([CH2:17][CH2:18][OH:19])([CH3:16])[CH2:9]1)[C:2]1[CH:3]=[CH:4][CH:5]=[CH:6][CH:7]=1, predict the reactants needed to synthesize it. The reactants are: [CH2:1]([N:8]1[CH:13]([CH2:14][F:15])[CH2:12][O:11][C:10]([CH2:17][CH2:18][OH:19])([CH3:16])[C:9]1=O)[C:2]1[CH:7]=[CH:6][CH:5]=[CH:4][CH:3]=1.CO.